This data is from Experimentally validated miRNA-target interactions with 360,000+ pairs, plus equal number of negative samples. The task is: Binary Classification. Given a miRNA mature sequence and a target amino acid sequence, predict their likelihood of interaction. (1) The miRNA is hsa-miR-195-5p with sequence UAGCAGCACAGAAAUAUUGGC. The protein sequence of the target gene is MEALAMGSRALRLWLVAPGGGIKWRFIATSSASQLSPTELTEMRNDLFNKEKARQLSLTPRTEKIEVKHVGKTDPGTVFVMNKNISTPYSCAMHLSEWYCRKSILALVDGQPWDMYKPLTKSCEIKFLTFKDCDPGEVNKAYWRSCAMMMGCVIERAFKDEYMVNLVRAPEVPVISGAFCYDVVLDSKLDEWMPTKENLRSFTKDAHALIYKDLPFETLEVEAKVALEIFQHSKYKVDFIEEKASQNPERIVKLHRIGDFIDVSEGPLIPRTSICFQYEVSAVHNLQPTQPSLIRRFQGV.... Result: 0 (no interaction). (2) The miRNA is hsa-miR-5191 with sequence AGGAUAGGAAGAAUGAAGUGCU. The protein sequence of the target gene is MVEDGAEELEDLVHFSVSELPSRGYGVMEEIRRQGKLCDVTLKIGDHKFSAHRIVLAASIPYFHAMFTNDMMECKQDEIVMQGMDPSALEALINFAYNGNLAIDQQNVQSLLMGASFLQLQSIKDACCTFLRERLHPKNCLGVRQFAETMMCAVLYDAANSFIHQHFVEVSMSEEFLALPLEDVLELVSRDELNVKSEEQVFEAALAWVRYDREQRGPYLPELLSNIRLPLCRPQFLSDRVQQDDLVRCCHKCRDLVDEAKDYHLMPERRPHLPAFRTRPRCCTSIAGLIYAVGGLNSAG.... Result: 1 (interaction).